From a dataset of Reaction yield outcomes from USPTO patents with 853,638 reactions. Predict the reaction yield, written as a fraction of the theoretical maximum amount of product (1.0 means a 100% yield; for example, 0.34 means a 34% yield). The yield is 0.660. The reactants are [Br:1][C:2]1[C:3]([F:12])=[C:4]2[C:10]([NH2:11])=[CH:9][NH:8][C:5]2=[N:6][CH:7]=1.[CH3:13][N:14]1[CH:18]=[CH:17][C:16]([C:19](O)=[O:20])=[N:15]1.C1N(P(Cl)(N2C(=O)OCC2)=O)C(=O)OC1.[Li+].[OH-]. The catalyst is C(Cl)Cl.O. The product is [Br:1][C:2]1[C:3]([F:12])=[C:4]2[C:10]([NH:11][C:19]([C:16]3[CH:17]=[CH:18][N:14]([CH3:13])[N:15]=3)=[O:20])=[CH:9][NH:8][C:5]2=[N:6][CH:7]=1.